The task is: Predict the reaction yield, written as a fraction of the theoretical maximum amount of product (1.0 means a 100% yield; for example, 0.34 means a 34% yield).. This data is from Reaction yield outcomes from USPTO patents with 853,638 reactions. (1) The reactants are [N+:1]([C:4]1[CH:12]=[C:11]2[C:7]([CH:8]=[CH:9][NH:10]2)=[CH:6][CH:5]=1)([O-:3])=[O:2].ClS([N:17]=[C:18]=O)(=O)=O.C([O-])(O)=O.[Na+]. The catalyst is CN(C=O)C.CC#N. The product is [N+:1]([C:4]1[CH:12]=[C:11]2[C:7]([C:8]([C:18]#[N:17])=[CH:9][NH:10]2)=[CH:6][CH:5]=1)([O-:3])=[O:2]. The yield is 0.820. (2) The reactants are C([N:8]1[C@@H:12]2[CH2:13][CH2:14][C@@:15]3([CH2:19][C@@H:18]([C:20]4[C:28]5[O:27][CH:26]([CH3:29])[CH2:25][C:24]=5[CH:23]=[C:22]([O:30][C:31]([F:34])([F:33])[F:32])[CH:21]=4)[CH2:17][O:16]3)[C@:9]1([C:44]1[CH:49]=[CH:48][CH:47]=[CH:46][CH:45]=1)[CH2:10][CH:11]2[S:35]([C:38]1[CH:43]=[CH:42][CH:41]=[CH:40][CH:39]=1)(=[O:37])=[O:36])C1C=CC=CC=1. The catalyst is [Pd].C(O)C. The product is [CH3:29][CH:26]1[CH2:25][C:24]2[CH:23]=[C:22]([O:30][C:31]([F:34])([F:32])[F:33])[CH:21]=[C:20]([C@H:18]3[CH2:17][O:16][C@:15]4([CH2:14][CH2:13][C@H:12]5[NH:8][C@@:9]4([C:44]4[CH:45]=[CH:46][CH:47]=[CH:48][CH:49]=4)[CH2:10][CH:11]5[S:35]([C:38]4[CH:43]=[CH:42][CH:41]=[CH:40][CH:39]=4)(=[O:36])=[O:37])[CH2:19]3)[C:28]=2[O:27]1. The yield is 0.920. (3) The reactants are [CH3:1][O:2][C:3]1[CH:4]=[C:5](/[CH:11]=[CH:12]/[C:13]([NH:15][C:16]2[CH:24]=[CH:23][CH:22]=[CH:21][C:17]=2[C:18]([OH:20])=[O:19])=O)[CH:6]=[CH:7][C:8]=1[O:9][CH3:10]. The catalyst is C(OC(=O)C)(=O)C.O. The product is [CH3:1][O:2][C:3]1[CH:4]=[C:5]([CH:6]=[CH:7][C:8]=1[O:9][CH3:10])/[CH:11]=[CH:12]/[C:13]1[O:19][C:18](=[O:20])[C:17]2[CH:21]=[CH:22][CH:23]=[CH:24][C:16]=2[N:15]=1. The yield is 0.880.